Task: Regression. Given two drug SMILES strings and cell line genomic features, predict the synergy score measuring deviation from expected non-interaction effect.. Dataset: NCI-60 drug combinations with 297,098 pairs across 59 cell lines (1) Drug 1: C#CCC(CC1=CN=C2C(=N1)C(=NC(=N2)N)N)C3=CC=C(C=C3)C(=O)NC(CCC(=O)O)C(=O)O. Drug 2: CS(=O)(=O)OCCCCOS(=O)(=O)C. Cell line: MALME-3M. Synergy scores: CSS=14.9, Synergy_ZIP=-0.367, Synergy_Bliss=0.776, Synergy_Loewe=2.02, Synergy_HSA=4.15. (2) Drug 1: C1=CC(=CC=C1CCC2=CNC3=C2C(=O)NC(=N3)N)C(=O)NC(CCC(=O)O)C(=O)O. Drug 2: CCC1=CC2CC(C3=C(CN(C2)C1)C4=CC=CC=C4N3)(C5=C(C=C6C(=C5)C78CCN9C7C(C=CC9)(C(C(C8N6C)(C(=O)OC)O)OC(=O)C)CC)OC)C(=O)OC.C(C(C(=O)O)O)(C(=O)O)O. Cell line: U251. Synergy scores: CSS=44.0, Synergy_ZIP=-0.977, Synergy_Bliss=-2.07, Synergy_Loewe=-0.648, Synergy_HSA=1.92. (3) Drug 1: C1=NC2=C(N1)C(=S)N=C(N2)N. Drug 2: CCN(CC)CCNC(=O)C1=C(NC(=C1C)C=C2C3=C(C=CC(=C3)F)NC2=O)C. Cell line: PC-3. Synergy scores: CSS=16.6, Synergy_ZIP=-9.95, Synergy_Bliss=-1.61, Synergy_Loewe=-5.78, Synergy_HSA=-2.18. (4) Drug 1: CC(C1=C(C=CC(=C1Cl)F)Cl)OC2=C(N=CC(=C2)C3=CN(N=C3)C4CCNCC4)N. Drug 2: CC1C(C(CC(O1)OC2CC(CC3=C2C(=C4C(=C3O)C(=O)C5=C(C4=O)C(=CC=C5)OC)O)(C(=O)CO)O)N)O.Cl. Cell line: K-562. Synergy scores: CSS=36.4, Synergy_ZIP=-10.5, Synergy_Bliss=-16.5, Synergy_Loewe=-17.7, Synergy_HSA=-15.3. (5) Drug 1: CCCS(=O)(=O)NC1=C(C(=C(C=C1)F)C(=O)C2=CNC3=C2C=C(C=N3)C4=CC=C(C=C4)Cl)F. Drug 2: CCC1(CC2CC(C3=C(CCN(C2)C1)C4=CC=CC=C4N3)(C5=C(C=C6C(=C5)C78CCN9C7C(C=CC9)(C(C(C8N6C=O)(C(=O)OC)O)OC(=O)C)CC)OC)C(=O)OC)O.OS(=O)(=O)O. Cell line: SNB-19. Synergy scores: CSS=29.6, Synergy_ZIP=8.07, Synergy_Bliss=9.06, Synergy_Loewe=-31.9, Synergy_HSA=6.62. (6) Synergy scores: CSS=-0.780, Synergy_ZIP=-0.0568, Synergy_Bliss=0.309, Synergy_Loewe=-3.50, Synergy_HSA=-2.54. Cell line: HCT116. Drug 2: C(CN)CNCCSP(=O)(O)O. Drug 1: CS(=O)(=O)CCNCC1=CC=C(O1)C2=CC3=C(C=C2)N=CN=C3NC4=CC(=C(C=C4)OCC5=CC(=CC=C5)F)Cl. (7) Drug 1: CC1=CC2C(CCC3(C2CCC3(C(=O)C)OC(=O)C)C)C4(C1=CC(=O)CC4)C. Drug 2: CC1=C(C=C(C=C1)C(=O)NC2=CC(=CC(=C2)C(F)(F)F)N3C=C(N=C3)C)NC4=NC=CC(=N4)C5=CN=CC=C5. Cell line: SNB-75. Synergy scores: CSS=-2.01, Synergy_ZIP=2.78, Synergy_Bliss=1.43, Synergy_Loewe=-6.85, Synergy_HSA=-4.04.